Dataset: Forward reaction prediction with 1.9M reactions from USPTO patents (1976-2016). Task: Predict the product of the given reaction. (1) The product is: [C:16]([C:12]1[CH:11]=[C:10]2[C:15](=[CH:14][CH:13]=1)[N:7]([CH2:6][O:5][CH2:4][CH2:3][Si:2]([CH3:22])([CH3:1])[CH3:23])[N:8]=[CH:9]2)#[CH:17]. Given the reactants [CH3:1][Si:2]([CH3:23])([CH3:22])[CH2:3][CH2:4][O:5][CH2:6][N:7]1[C:15]2[C:10](=[CH:11][C:12]([C:16]#[C:17][Si](C)(C)C)=[CH:13][CH:14]=2)[CH:9]=[N:8]1.O.[F-].C([N+](CCCC)(CCCC)CCCC)CCC.C(#N)C, predict the reaction product. (2) Given the reactants [CH2:1]([C:3]1[CH:4]=[C:5]2[C:10](=[CH:11][CH:12]=1)[N:9]([CH3:13])[CH2:8][CH2:7][C:6]2=[N:14]O)[CH3:2].C(O)C, predict the reaction product. The product is: [CH2:1]([C:3]1[CH:4]=[C:5]2[C:10](=[CH:11][CH:12]=1)[N:9]([CH3:13])[CH2:8][CH2:7][CH:6]2[NH2:14])[CH3:2]. (3) Given the reactants [CH2:1]([O:3][C:4](=[O:20])[C:5]([C:12]1[CH:17]=[CH:16][C:15](SC)=[CH:14][CH:13]=1)=[CH:6][CH2:7][CH2:8][CH:9]([CH3:11])[CH3:10])[CH3:2].O[O:22][S:23]([O-:25])=O.[K+].[CH3:27]O, predict the reaction product. The product is: [CH2:1]([O:3][C:4](=[O:20])/[C:5](/[C:12]1[CH:13]=[CH:14][C:15]([S:23]([CH3:27])(=[O:25])=[O:22])=[CH:16][CH:17]=1)=[CH:6]/[CH2:7][CH2:8][CH:9]([CH3:10])[CH3:11])[CH3:2]. (4) The product is: [CH2:22]([Sn:17]([CH2:13][CH2:14][CH2:15][CH3:16])([CH2:18][CH2:19][CH2:20][CH3:21])[C:2](=[CH2:3])[C:1]([O:5][CH2:6][C:7]1[CH:12]=[CH:11][CH:10]=[CH:9][CH:8]=1)=[O:4])[CH2:23][CH2:24][CH3:25]. Given the reactants [C:1]([O:5][CH2:6][C:7]1[CH:12]=[CH:11][CH:10]=[CH:9][CH:8]=1)(=[O:4])[C:2]#[CH:3].[CH2:13]([SnH:17]([CH2:22][CH2:23][CH2:24][CH3:25])[CH2:18][CH2:19][CH2:20][CH3:21])[CH2:14][CH2:15][CH3:16], predict the reaction product.